From a dataset of Catalyst prediction with 721,799 reactions and 888 catalyst types from USPTO. Predict which catalyst facilitates the given reaction. (1) Reactant: Cl[C:2]1[C:11]2[C:6](=[CH:7][C:8]([F:13])=[CH:9][C:10]=2[F:12])[N:5]=[C:4]([C:14]2[CH:19]=[C:18]([O:20][C:21]([F:24])([F:23])[F:22])[CH:17]=[CH:16][C:15]=2[S:25]([CH3:28])(=[O:27])=[O:26])[C:3]=1[CH3:29].[O:30]1[CH2:35][CH2:34][N:33]([C:36]2[CH:37]=[C:38]([NH2:42])[CH:39]=[N:40][CH:41]=2)[CH2:32][CH2:31]1. Product: [F:12][C:10]1[CH:9]=[C:8]([F:13])[CH:7]=[C:6]2[C:11]=1[C:2]([NH:42][C:38]1[CH:39]=[N:40][CH:41]=[C:36]([N:33]3[CH2:34][CH2:35][O:30][CH2:31][CH2:32]3)[CH:37]=1)=[C:3]([CH3:29])[C:4]([C:14]1[CH:19]=[C:18]([O:20][C:21]([F:22])([F:23])[F:24])[CH:17]=[CH:16][C:15]=1[S:25]([CH3:28])(=[O:27])=[O:26])=[N:5]2. The catalyst class is: 11. (2) Reactant: [Br:1][C:2]1[C:3]([O:12][CH3:13])=[C:4]([CH:7]=[C:8]([O:10][CH3:11])[CH:9]=1)[CH:5]=[O:6].[H-].[H-].[H-].[H-].[Li+].[Al+3]. Product: [Br:1][C:2]1[C:3]([O:12][CH3:13])=[C:4]([CH2:5][OH:6])[CH:7]=[C:8]([O:10][CH3:11])[CH:9]=1. The catalyst class is: 1. (3) Reactant: CCCCCCCC/C=C\[CH2:11][CH2:12][CH2:13][CH2:14][CH2:15][CH2:16][CH2:17][C:18]([O:20]C[C@@H](O)[C@H]1OC[C@H](O)[C@H]1O)=[O:19].CCC(COC(C(N(CC[NH+](C)C)C)=O)(C1C=CC=CC=1)C1C=CC=CC=1)CC.[Cl-].C(O)CCC.C(O)CCCCC. Product: [C:18]([OH:20])(=[O:19])[CH2:17][CH2:16][CH2:15][CH2:14][CH2:13][CH2:12][CH3:11]. The catalyst class is: 244. (4) Reactant: [C:1]([C:4]1[CH:12]=[CH:11][C:7]([C:8]([OH:10])=O)=[CH:6][CH:5]=1)(=[O:3])[CH3:2].C(Cl)(=O)C(Cl)=O.[CH3:19][C:20]([C:22]1[CH:27]=[CH:26][C:25]([NH2:28])=[CH:24][CH:23]=1)=[O:21].C(N(C(C)C)CC)(C)C. Product: [C:1]([C:4]1[CH:5]=[CH:6][C:7]([C:8]([NH:28][C:25]2[CH:26]=[CH:27][C:22]([C:20](=[O:21])[CH3:19])=[CH:23][CH:24]=2)=[O:10])=[CH:11][CH:12]=1)(=[O:3])[CH3:2]. The catalyst class is: 794. (5) Reactant: [Cl:1][C:2]1[CH:7]=[CH:6][C:5]([S:8]([NH:11][CH:12]2[CH2:21][CH2:20][C:19]3[C:14](=[CH:15][CH:16]=[CH:17][C:18]=3[CH2:22][CH:23]3[CH2:27][C:26]([O:28]CC(C)C)=[C:25]([C:33]4[CH:38]=[CH:37][C:36]([F:39])=[CH:35][CH:34]=4)[C:24]3=[O:40])[CH2:13]2)(=[O:10])=[O:9])=[CH:4][CH:3]=1.Cl. Product: [Cl:1][C:2]1[CH:3]=[CH:4][C:5]([S:8]([NH:11][CH:12]2[CH2:21][CH2:20][C:19]3[C:14](=[CH:15][CH:16]=[CH:17][C:18]=3[CH2:22][CH:23]3[CH2:27][C:26]([OH:28])=[C:25]([C:33]4[CH:34]=[CH:35][C:36]([F:39])=[CH:37][CH:38]=4)[C:24]3=[O:40])[CH2:13]2)(=[O:10])=[O:9])=[CH:6][CH:7]=1. The catalyst class is: 21. (6) Reactant: CO[C:3]([C:5]1[CH:6]=[N:7][C:8]([N:11]2[CH2:36][CH2:35][C:14]3[NH:15][C:16]4[CH:17]=[CH:18][C:19]([C:22]5[O:23][C:24]([CH2:27][N:28]6[CH2:33][CH2:32][N:31]([CH3:34])[CH2:30][CH2:29]6)=[CH:25][CH:26]=5)=[CH:20][C:21]=4[C:13]=3[CH2:12]2)=[N:9][CH:10]=1)=[O:4].C(Cl)Cl.[NH2:40][OH:41].[OH-].[Na+]. Product: [OH:41][NH:40][C:3]([C:5]1[CH:10]=[N:9][C:8]([N:11]2[CH2:36][CH2:35][C:14]3[NH:15][C:16]4[CH:17]=[CH:18][C:19]([C:22]5[O:23][C:24]([CH2:27][N:28]6[CH2:33][CH2:32][N:31]([CH3:34])[CH2:30][CH2:29]6)=[CH:25][CH:26]=5)=[CH:20][C:21]=4[C:13]=3[CH2:12]2)=[N:7][CH:6]=1)=[O:4]. The catalyst class is: 24. (7) Reactant: [O:1]1[CH:5]=[CH:4][CH:3]=[C:2]1[C:6](Cl)=[O:7].[F:9][C:10]1[CH:36]=[CH:35][C:13]([CH2:14][N:15]2[C:24]3[C:19](=[CH:20][C:21]([CH3:25])=[CH:22][CH:23]=3)[C:18]([N:26]3[CH2:31][CH2:30][NH:29][CH2:28][CH2:27]3)=[C:17]([C:32]#[N:33])[C:16]2=[O:34])=[CH:12][CH:11]=1. Product: [F:9][C:10]1[CH:11]=[CH:12][C:13]([CH2:14][N:15]2[C:24]3[C:19](=[CH:20][C:21]([CH3:25])=[CH:22][CH:23]=3)[C:18]([N:26]3[CH2:31][CH2:30][N:29]([C:6]([C:2]4[O:1][CH:5]=[CH:4][CH:3]=4)=[O:7])[CH2:28][CH2:27]3)=[C:17]([C:32]#[N:33])[C:16]2=[O:34])=[CH:35][CH:36]=1. The catalyst class is: 17. (8) Reactant: [F:1][C:2]1[CH:7]=[CH:6][C:5]([NH:8][C:9]2[C:14]([C:15]3[N:20]=[C:19]([CH3:21])[N:18]=[C:17]([N:22](CC4C=CC(OC)=CC=4)CC4C=CC(OC)=CC=4)[N:16]=3)=[CH:13][CH:12]=[CH:11][N:10]=2)=[CH:4][C:3]=1[O:41][CH3:42]. Product: [F:1][C:2]1[CH:7]=[CH:6][C:5]([NH:8][C:9]2[C:14]([C:15]3[N:20]=[C:19]([CH3:21])[N:18]=[C:17]([NH2:22])[N:16]=3)=[CH:13][CH:12]=[CH:11][N:10]=2)=[CH:4][C:3]=1[O:41][CH3:42]. The catalyst class is: 67. (9) Reactant: [NH2:1][C:2]1[CH:7]=[C:6]([O:8][CH3:9])[CH:5]=[CH:4][C:3]=1[C:10]([C:12]1[CH:17]=[CH:16][CH:15]=[CH:14][CH:13]=1)=O.[C:18]([CH2:20][C:21](OCC)=[O:22])#[N:19].N1CCCCC1. Product: [CH3:9][O:8][C:6]1[CH:7]=[C:2]2[C:3]([C:10]([C:12]3[CH:17]=[CH:16][CH:15]=[CH:14][CH:13]=3)=[C:20]([C:18]#[N:19])[C:21](=[O:22])[NH:1]2)=[CH:4][CH:5]=1. The catalyst class is: 11.